From a dataset of Full USPTO retrosynthesis dataset with 1.9M reactions from patents (1976-2016). Predict the reactants needed to synthesize the given product. Given the product [F:10][C:11]1[CH:18]=[CH:17][C:16]([O:19][CH3:20])=[CH:15][C:12]=1[CH:13]=[N:9][NH:8][C:5]1[CH:6]=[CH:7][C:2]([F:1])=[CH:3][CH:4]=1, predict the reactants needed to synthesize it. The reactants are: [F:1][C:2]1[CH:7]=[CH:6][C:5]([NH:8][NH2:9])=[CH:4][CH:3]=1.[F:10][C:11]1[CH:18]=[CH:17][C:16]([O:19][CH3:20])=[CH:15][C:12]=1[CH:13]=O.C(=O)([O-])[O-].[Cs+].[Cs+].O.